This data is from Full USPTO retrosynthesis dataset with 1.9M reactions from patents (1976-2016). The task is: Predict the reactants needed to synthesize the given product. (1) Given the product [C:8]([O:10][CH2:11][CH:12]([CH2:13][O:14][C:15](=[O:16])[CH2:17][CH2:18][CH2:19][CH2:20][CH2:21][CH2:22][CH3:23])[O:24][C:44](=[O:45])[CH:43]=[CH:42][CH:41]=[CH:40][CH:39]=[CH:38][CH:37]=[CH:36][CH:35]=[CH:34][CH2:33][CH2:32][CH2:31][CH2:30][CH2:29][CH2:28][CH2:27][CH2:26][CH3:25])(=[O:9])[CH2:7][CH2:6][CH2:5][CH2:4][CH2:3][CH2:2][CH3:1], predict the reactants needed to synthesize it. The reactants are: [CH3:1][CH2:2][CH2:3][CH2:4][CH2:5][CH2:6][CH2:7][C:8]([O:10][CH2:11][CH:12]([OH:24])[CH2:13][O:14][C:15]([CH2:17][CH2:18][CH2:19][CH2:20][CH2:21][CH2:22][CH3:23])=[O:16])=[O:9].[CH3:25][CH2:26]/[CH:27]=[CH:28]\[CH2:29]/[CH:30]=[CH:31]\[CH2:32]/[CH:33]=[CH:34]\[CH2:35]/[CH:36]=[CH:37]\[CH2:38]/[CH:39]=[CH:40]\[CH2:41][CH2:42][CH2:43][C:44](O)=[O:45].CN(C1C=CC=CN=1)C.C1(N=C=NC2CCCCC2)CCCCC1. (2) Given the product [F:12][CH:13]1[CH2:18][CH2:17][CH2:16][N:15]([C:2]2[N:6]([CH3:7])[N:5]=[CH:4][C:3]=2[N+:8]([O-:10])=[O:9])[CH2:14]1, predict the reactants needed to synthesize it. The reactants are: Cl[C:2]1[N:6]([CH3:7])[N:5]=[CH:4][C:3]=1[N+:8]([O-:10])=[O:9].Cl.[F:12][CH:13]1[CH2:18][CH2:17][CH2:16][NH:15][CH2:14]1. (3) The reactants are: Br[C:2]1[CH:3]=[C:4]([NH:17][C:18]2[C:27]3[C:22](=[CH:23][C:24]([F:29])=[CH:25][C:26]=3[F:28])[N:21]=[C:20]([C:30]3[CH:35]=[CH:34][CH:33]=[CH:32][N:31]=3)[C:19]=2[CH3:36])[C:5]([C:8]2[C:13]([F:14])=[CH:12][N:11]=[C:10]([O:15][CH3:16])[CH:9]=2)=[N:6][CH:7]=1.[NH:37]1[CH2:42][CH2:41][O:40][CH2:39][CH2:38]1.C1(P(C2CCCCC2)C2(C(C)C)CC(C(C)C)=CC(C(C)C)=C2C2C=CC=CC=2)CCCCC1.CC(C)([O-])C.[Na+]. Given the product [F:28][C:26]1[CH:25]=[C:24]([F:29])[CH:23]=[C:22]2[C:27]=1[C:18]([NH:17][C:4]1[C:5]([C:8]3[C:13]([F:14])=[CH:12][N:11]=[C:10]([O:15][CH3:16])[CH:9]=3)=[N:6][CH:7]=[C:2]([N:37]3[CH2:42][CH2:41][O:40][CH2:39][CH2:38]3)[CH:3]=1)=[C:19]([CH3:36])[C:20]([C:30]1[CH:35]=[CH:34][CH:33]=[CH:32][N:31]=1)=[N:21]2, predict the reactants needed to synthesize it. (4) Given the product [F:1][C:2]1[CH:3]=[CH:4][C:5]([CH2:6][N:7]2[C:11]3=[CH:10][N:15]=[C:14]([C:16]([NH:18][OH:19])=[O:17])[CH:13]=[C:12]3[CH:9]=[CH:8]2)=[CH:20][CH:21]=1, predict the reactants needed to synthesize it. The reactants are: [F:1][C:2]1[CH:21]=[CH:20][C:5]([CH2:6][N:7]2[C:11]3[CH:12]=[CH:13][C:14]([C:16]([NH:18][OH:19])=[O:17])=[N:15][C:10]=3[CH:9]=[CH:8]2)=[CH:4][CH:3]=1.FC1C=CC(CN2C3=CN=C(C(O)=O)C=C3C=C2)=CC=1.Cl.NO. (5) Given the product [Cl:14][C:15]1[CH:16]=[CH:17][C:20]([CH:11]=[CH:10][C:7]2[CH:8]=[CH:9][C:4]([N+:1]([O-:3])=[O:2])=[CH:5][CH:6]=2)=[CH:21][C:22]=1[Cl:23], predict the reactants needed to synthesize it. The reactants are: [N+:1]([C:4]1[CH:9]=[CH:8][C:7]([CH2:10][C:11](O)=O)=[CH:6][CH:5]=1)([O-:3])=[O:2].[Cl:14][C:15]1[CH:16]=[C:17]([CH:20]=[CH:21][C:22]=1[Cl:23])C=O.